This data is from Reaction yield outcomes from USPTO patents with 853,638 reactions. The task is: Predict the reaction yield, written as a fraction of the theoretical maximum amount of product (1.0 means a 100% yield; for example, 0.34 means a 34% yield). (1) The reactants are C(OC([N:8]1[CH2:13][CH2:12][CH:11]([CH2:14][NH:15][C:16]2[CH:21]=[CH:20][C:19]([CH2:22][N:23]3[C:27]4=[N:28][C:29]([CH3:33])=[CH:30][C:31]([CH3:32])=[C:26]4[N:25]=[C:24]3[CH3:34])=[CH:18][CH:17]=2)[CH2:10][CH2:9]1)=O)(C)(C)C.C(OCC)(=O)C.Cl.[OH-].[Na+]. The catalyst is C(Cl)(Cl)Cl. The product is [CH3:34][C:24]1[N:23]([CH2:22][C:19]2[CH:20]=[CH:21][C:16]([NH:15][CH2:14][CH:11]3[CH2:10][CH2:9][NH:8][CH2:13][CH2:12]3)=[CH:17][CH:18]=2)[C:27]2=[N:28][C:29]([CH3:33])=[CH:30][C:31]([CH3:32])=[C:26]2[N:25]=1. The yield is 0.990. (2) The reactants are [CH2:1]([O:3][C:4](=[O:12])[C:5]1[CH:10]=[CH:9][CH:8]=[N:7][C:6]=1Cl)[CH3:2].Cl.[CH2:14]([O:21][NH2:22])[C:15]1[CH:20]=[CH:19][CH:18]=[CH:17][CH:16]=1.C(N(CC)C(C)C)(C)C. The catalyst is O1CCOCC1. The product is [CH2:14]([O:21][NH:22][C:6]1[N:7]=[CH:8][CH:9]=[CH:10][C:5]=1[C:4]([O:3][CH2:1][CH3:2])=[O:12])[C:15]1[CH:20]=[CH:19][CH:18]=[CH:17][CH:16]=1. The yield is 0.530. (3) The reactants are Br[C:2]1[CH:11]=[C:10]2[C:5]([N:6]=[C:7]([C:12]3[CH:17]=[CH:16][C:15]([F:18])=[C:14]([F:19])[CH:13]=3)[CH:8]=[N:9]2)=[C:4]([C:20]([NH:22][CH2:23][C:24]([O:26]CC)=[O:25])=[O:21])[C:3]=1[OH:29].[F:30][C:31]1[CH:36]=[CH:35][C:34](B(O)O)=[CH:33][CH:32]=1.C(=O)([O-])[O-].[K+].[K+].[OH-].[Na+]. The catalyst is O1CCOCC1.O.CO.C1C=CC([P]([Pd]([P](C2C=CC=CC=2)(C2C=CC=CC=2)C2C=CC=CC=2)([P](C2C=CC=CC=2)(C2C=CC=CC=2)C2C=CC=CC=2)[P](C2C=CC=CC=2)(C2C=CC=CC=2)C2C=CC=CC=2)(C2C=CC=CC=2)C2C=CC=CC=2)=CC=1. The product is [F:19][C:14]1[CH:13]=[C:12]([C:7]2[CH:8]=[N:9][C:10]3[C:5]([N:6]=2)=[C:4]([C:20]([NH:22][CH2:23][C:24]([OH:26])=[O:25])=[O:21])[C:3]([OH:29])=[C:2]([C:34]2[CH:35]=[CH:36][C:31]([F:30])=[CH:32][CH:33]=2)[CH:11]=3)[CH:17]=[CH:16][C:15]=1[F:18]. The yield is 0.880. (4) The reactants are [N+:1]([C:4]1[N:9]=[CH:8][C:7]([C:10]2[CH2:15][CH2:14][N:13]([C:16]([O:18][C:19]([CH3:22])([CH3:21])[CH3:20])=[O:17])[CH2:12][CH:11]=2)=[CH:6][CH:5]=1)([O-])=O. The catalyst is CCO.C(OCC)(=O)C.[Pd]. The product is [C:19]([O:18][C:16]([N:13]1[CH2:12][CH2:11][CH:10]([C:7]2[CH:8]=[N:9][C:4]([NH2:1])=[CH:5][CH:6]=2)[CH2:15][CH2:14]1)=[O:17])([CH3:22])([CH3:20])[CH3:21]. The yield is 1.00. (5) The product is [CH3:1][O:2][C:3](=[O:15])[C:4]1[C:5](=[C:10]([NH:25][C:24]2[CH:26]=[CH:27][CH:28]=[CH:29][C:23]=2[O:16][C:17]2[CH:18]=[CH:19][CH:20]=[CH:21][CH:22]=2)[CH:11]=[CH:12][CH:13]=1)[C:6]([O:8][CH3:9])=[O:7]. The reactants are [CH3:1][O:2][C:3](=[O:15])[C:4]1[C:5](=[C:10](I)[CH:11]=[CH:12][CH:13]=1)[C:6]([O:8][CH3:9])=[O:7].[O:16]([C:23]1[CH:29]=[CH:28][CH:27]=[CH:26][C:24]=1[NH2:25])[C:17]1[CH:22]=[CH:21][CH:20]=[CH:19][CH:18]=1.C1C=CC(P(C2C(C3C(P(C4C=CC=CC=4)C4C=CC=CC=4)=CC=C4C=3C=CC=C4)=C3C(C=CC=C3)=CC=2)C2C=CC=CC=2)=CC=1.C(=O)([O-])[O-].[Cs+].[Cs+]. The catalyst is C1(C)C=CC=CC=1.C(Cl)Cl.C1C=CC(/C=C/C(/C=C/C2C=CC=CC=2)=O)=CC=1.C1C=CC(/C=C/C(/C=C/C2C=CC=CC=2)=O)=CC=1.C1C=CC(/C=C/C(/C=C/C2C=CC=CC=2)=O)=CC=1.[Pd].[Pd]. The yield is 0.730. (6) The reactants are [C:1]([O:5][C:6]([N:8]1[CH2:12][CH2:11][CH:10]([O:13][CH2:14][C:15]2[CH:20]=[CH:19][C:18]([N+:21]([O-])=O)=[CH:17][CH:16]=2)[CH2:9]1)=[O:7])([CH3:4])([CH3:3])[CH3:2]. The catalyst is CO.[Pd]. The product is [C:1]([O:5][C:6]([N:8]1[CH2:12][CH2:11][CH:10]([O:13][CH2:14][C:15]2[CH:20]=[CH:19][C:18]([NH2:21])=[CH:17][CH:16]=2)[CH2:9]1)=[O:7])([CH3:4])([CH3:2])[CH3:3]. The yield is 0.520.